The task is: Predict the product of the given reaction.. This data is from Forward reaction prediction with 1.9M reactions from USPTO patents (1976-2016). (1) Given the reactants [O:1]1CCO[CH:2]1[C:6]1[CH:7]=[C:8]([CH:12]([C:14]2[CH:19]=[CH:18][CH:17]=[C:16]([C:20]([F:23])([F:22])[F:21])[CH:15]=2)[OH:13])[CH:9]=[CH:10][CH:11]=1.C1(C)C=CC(S([O-])(=O)=O)=CC=1.[NH+]1C=CC=CC=1, predict the reaction product. The product is: [OH:13][CH:12]([C:14]1[CH:19]=[CH:18][CH:17]=[C:16]([C:20]([F:21])([F:22])[F:23])[CH:15]=1)[C:8]1[CH:7]=[C:6]([CH:2]=[O:1])[CH:11]=[CH:10][CH:9]=1. (2) The product is: [CH3:1][O:2][C:3]1[CH:11]=[C:10]2[C:6](=[CH:5][CH:4]=1)[C@H:7]([C@H:12]([CH2:16][CH3:17])[C:13]([OH:15])=[O:14])[CH2:8][CH2:9]2. Given the reactants [CH3:1][O:2][C:3]1[CH:11]=[C:10]2[C:6]([C:7]([CH:12]([CH2:16][CH3:17])[C:13]([OH:15])=[O:14])=[CH:8][CH2:9]2)=[CH:5][CH:4]=1.C(N(CC)CC)C, predict the reaction product.